This data is from Catalyst prediction with 721,799 reactions and 888 catalyst types from USPTO. The task is: Predict which catalyst facilitates the given reaction. (1) Reactant: [C:1]([O:5][C:6](=[O:41])[NH:7][C:8]1[C:13]([CH:14]([C:16]2[C:21]([N:22]([S:26]([C:29]3[CH:34]=[CH:33][C:32]([Cl:35])=[C:31]([C:36]([F:39])([F:38])[F:37])[CH:30]=3)(=[O:28])=[O:27])[CH2:23][O:24][CH3:25])=[CH:20][C:19]([Cl:40])=[CH:18][N:17]=2)[OH:15])=[CH:12][CH:11]=[CH:10][N:9]=1)([CH3:4])([CH3:3])[CH3:2]. Product: [C:1]([O:5][C:6](=[O:41])[NH:7][C:8]1[C:13]([C:14]([C:16]2[C:21]([N:22]([S:26]([C:29]3[CH:34]=[CH:33][C:32]([Cl:35])=[C:31]([C:36]([F:38])([F:37])[F:39])[CH:30]=3)(=[O:27])=[O:28])[CH2:23][O:24][CH3:25])=[CH:20][C:19]([Cl:40])=[CH:18][N:17]=2)=[O:15])=[CH:12][CH:11]=[CH:10][N:9]=1)([CH3:4])([CH3:2])[CH3:3]. The catalyst class is: 725. (2) The catalyst class is: 2. Product: [CH2:11]([N:13]1[C:14](=[O:15])[C:16]2[N:17]3[C:21](=[CH:22][C:23](=[O:27])[C:24]=2[O:25][CH3:26])[CH2:20][CH2:19][CH:18]3[CH:28]1[OH:29])[CH3:12]. Reactant: C(Cl)(=O)C(Cl)=O.CS(C)=O.[CH2:11]([NH:13][C:14]([C:16]1[N:17]2[C:21](=[CH:22][C:23](=[O:27])[C:24]=1[O:25][CH3:26])[CH2:20][CH2:19][CH:18]2[CH2:28][OH:29])=[O:15])[CH3:12].CCN(C(C)C)C(C)C. (3) Reactant: [CH3:1][C:2]([Si:5]([O:8][CH2:9][CH2:10][C:11]1[O:12][C:13]([CH2:16][CH2:17][OH:18])=[CH:14][CH:15]=1)([CH3:7])[CH3:6])([CH3:4])[CH3:3].[H-].[Na+].[CH2:21](Br)[C:22]1[CH:27]=[CH:26][CH:25]=[CH:24][CH:23]=1.O. Product: [CH3:4][C:2]([Si:5]([CH3:7])([CH3:6])[O:8][CH2:9][CH2:10][C:11]1[O:12][C:13]([CH2:16][CH2:17][O:18][CH2:21][C:22]2[CH:27]=[CH:26][CH:25]=[CH:24][CH:23]=2)=[CH:14][CH:15]=1)([CH3:1])[CH3:3]. The catalyst class is: 807. (4) Reactant: [CH3:1][Mg]Br.[Cl:4][C:5]1[CH:6]=[C:7]([C:12]2([C:25]([F:28])([F:27])[F:26])[O:16][N:15]=[C:14]([C:17]3[S:21][C:20]([CH:22]=[O:23])=[C:19]([CH3:24])[CH:18]=3)[CH2:13]2)[CH:8]=[C:9]([Cl:11])[CH:10]=1. Product: [Cl:4][C:5]1[CH:6]=[C:7]([C:12]2([C:25]([F:27])([F:26])[F:28])[O:16][N:15]=[C:14]([C:17]3[S:21][C:20]([CH:22]([OH:23])[CH3:1])=[C:19]([CH3:24])[CH:18]=3)[CH2:13]2)[CH:8]=[C:9]([Cl:11])[CH:10]=1. The catalyst class is: 7. (5) Reactant: [CH:1]1([C:7]2[S:18][C:10]3[N:11]=[C:12]([CH3:17])[N:13]=[C:14]([CH2:15]O)[C:9]=3[CH:8]=2)[CH2:6][CH2:5][CH2:4][CH2:3][CH2:2]1.C(Cl)[Cl:20].S(Cl)(Cl)=O. Product: [Cl:20][CH2:15][C:14]1[C:9]2[CH:8]=[C:7]([CH:1]3[CH2:6][CH2:5][CH2:4][CH2:3][CH2:2]3)[S:18][C:10]=2[N:11]=[C:12]([CH3:17])[N:13]=1. The catalyst class is: 3.